From a dataset of Full USPTO retrosynthesis dataset with 1.9M reactions from patents (1976-2016). Predict the reactants needed to synthesize the given product. (1) Given the product [Cl:1][C:2]1[CH:7]=[CH:6][CH:5]=[CH:4][C:3]=1[C:8]1[N:9]=[C:10]([CH:13]2[O:18][CH2:17][CH2:16][NH:15][CH2:14]2)[NH:11][CH:12]=1, predict the reactants needed to synthesize it. The reactants are: [Cl:1][C:2]1[CH:7]=[CH:6][CH:5]=[CH:4][C:3]=1[C:8]1[N:9]=[C:10]([CH:13]2[O:18][CH2:17][CH2:16][N:15](CC3C=CC=CC=3)[CH2:14]2)[NH:11][CH:12]=1.Cl. (2) Given the product [F:10][C:7]([F:8])([F:9])[C:6]([N:15]([CH2:16][C:17]1[CH:18]=[CH:19][C:20]([N+:23]([O-:25])=[O:24])=[CH:21][CH:22]=1)[CH3:14])=[O:11], predict the reactants needed to synthesize it. The reactants are: [F:8][C:7]([F:10])([F:9])[C:6](O[C:6](=[O:11])[C:7]([F:10])([F:9])[F:8])=[O:11].[CH3:14][NH:15][CH2:16][C:17]1[CH:22]=[CH:21][C:20]([N+:23]([O-:25])=[O:24])=[CH:19][CH:18]=1.N1C=CC=CC=1.Cl. (3) Given the product [CH2:20]([N:22]([CH2:16][C:15]1[C:7]2[CH:6]([CH2:5][C:4]([OH:3])=[O:19])[O:10][B:9]([OH:11])[C:8]=2[CH:12]=[C:13]([OH:18])[CH:14]=1)[CH2:23][CH3:24])[CH3:21], predict the reactants needed to synthesize it. The reactants are: C([O:3][C:4](=[O:19])[CH2:5][CH:6]1[O:10][B:9]([OH:11])[C:8]2[CH:12]=[C:13]([OH:18])[CH:14]=[C:15]([CH2:16]Br)[C:7]1=2)C.[CH2:20]([NH:22][CH2:23][CH3:24])[CH3:21]. (4) Given the product [Cl:24][C:14]1[CH:13]=[C:12]([CH2:11][C:26]2[O:30][C:29]([C:31]([O:33][CH3:34])=[O:32])=[CH:28][CH:27]=2)[C:20]2[O:19][C:18]([CH:21]([CH3:23])[CH3:22])=[CH:17][C:16]=2[CH:15]=1, predict the reactants needed to synthesize it. The reactants are: BrCCBr.Cl[Si](C)(C)C.Br[CH2:11][C:12]1[C:20]2[O:19][C:18]([CH:21]([CH3:23])[CH3:22])=[CH:17][C:16]=2[CH:15]=[C:14]([Cl:24])[CH:13]=1.Br[C:26]1[O:30][C:29]([C:31]([O:33][CH3:34])=[O:32])=[CH:28][CH:27]=1.